Dataset: Forward reaction prediction with 1.9M reactions from USPTO patents (1976-2016). Task: Predict the product of the given reaction. (1) Given the reactants [CH3:1][C:2]1[CH:7]=[C:6]([CH3:8])[N:5]=[CH:4][CH:3]=1.N([O-])=O.[Na+].[Cl-:13].[Na+].[OH-].[Na+], predict the reaction product. The product is: [Cl:13][C:4]1[CH:3]=[C:2]([CH3:1])[CH:7]=[C:6]([CH3:8])[N:5]=1. (2) The product is: [O:9]=[C:5]1[N:4]([C@@H:10]([C:12]2[CH:17]=[CH:16][CH:15]=[CH:14][CH:13]=2)[CH3:11])[CH2:3][CH:2]([NH:1][C:30](=[O:31])[O:29][C:26]([CH3:28])([CH3:27])[CH3:25])[C:6]21[CH2:8][CH2:7]2. Given the reactants [NH2:1][CH:2]1[C:6]2([CH2:8][CH2:7]2)[C:5](=[O:9])[N:4]([C@@H:10]([C:12]2[CH:17]=[CH:16][CH:15]=[CH:14][CH:13]=2)[CH3:11])[CH2:3]1.CCN(CC)CC.[CH3:25][C:26]([O:29][C:30](O[C:30]([O:29][C:26]([CH3:28])([CH3:27])[CH3:25])=[O:31])=[O:31])([CH3:28])[CH3:27], predict the reaction product. (3) Given the reactants [C:1]([Br:5])(Br)(Br)Br.[CH3:6][N:7]1[C:11](CO)=[CH:10][C:9]([CH3:14])=[N:8]1.C1(P(C2C=CC=CC=2)C2C=CC=CC=2)C=CC=CC=1, predict the reaction product. The product is: [Br:5][CH2:1][C:11]1[N:7]([CH3:6])[N:8]=[C:9]([CH3:14])[CH:10]=1. (4) Given the reactants [NH2:1][C:2]1[CH:3]=[C:4]2[C:9](=[C:10]([Cl:12])[CH:11]=1)[N:8]=[CH:7][C:6]([C:13]#[N:14])=[C:5]2[NH:15][C:16]1[CH:21]=[CH:20][C:19]([F:22])=[C:18]([Cl:23])[CH:17]=1.[CH2:24]([C:26]1[N:27]([CH2:33][C:34]([NH2:36])=[O:35])[CH:28]=[C:29]([CH:31]=O)[N:30]=1)[CH3:25].[BH3-]C#N.[Na+], predict the reaction product. The product is: [Cl:12][C:10]1[CH:11]=[C:2]([NH:1][CH2:31][C:29]2[N:30]=[C:26]([CH2:24][CH3:25])[N:27]([CH2:33][C:34]([NH2:36])=[O:35])[CH:28]=2)[CH:3]=[C:4]2[C:9]=1[N:8]=[CH:7][C:6]([C:13]#[N:14])=[C:5]2[NH:15][C:16]1[CH:21]=[CH:20][C:19]([F:22])=[C:18]([Cl:23])[CH:17]=1. (5) Given the reactants C(O[C:9]([NH:11][CH2:12][CH2:13][CH2:14][CH2:15][N:16]1[C:21]2[CH:22]=[C:23]([CH2:26][O:27][CH:28]3[CH:33]([C:34]4[CH:39]=[CH:38][C:37]([O:40][CH2:41][CH2:42][CH2:43][O:44][CH2:45][C:46]5[CH:51]=[CH:50][CH:49]=[CH:48][C:47]=5[O:52][CH3:53])=[CH:36][CH:35]=4)[CH2:32][CH2:31][N:30]([C:54]([O:56][CH2:57][C:58]4[CH:63]=[CH:62][CH:61]=[CH:60][CH:59]=4)=[O:55])[CH2:29]3)[CH:24]=[CH:25][C:20]=2[O:19][CH2:18][C:17]1=[O:64])=O)C1C=CC=CC=1.[H-].[Na+].CI.[C:69](=[O:72])([O-:71])O.[Na+], predict the reaction product. The product is: [CH2:26]([O:71][C:69]([CH2:9][NH:11][CH2:12][CH2:13][CH2:14][CH2:15][N:16]1[C:21]2[CH:22]=[C:23]([CH2:26][O:27][CH:28]3[CH:33]([C:34]4[CH:39]=[CH:38][C:37]([O:40][CH2:41][CH2:42][CH2:43][O:44][CH2:45][C:46]5[CH:51]=[CH:50][CH:49]=[CH:48][C:47]=5[O:52][CH3:53])=[CH:36][CH:35]=4)[CH2:32][CH2:31][N:30]([C:54]([O:56][CH2:57][C:58]4[CH:63]=[CH:62][CH:61]=[CH:60][CH:59]=4)=[O:55])[CH2:29]3)[CH:24]=[CH:25][C:20]=2[O:19][CH2:18][C:17]1=[O:64])=[O:72])[C:23]1[CH:24]=[CH:25][CH:20]=[CH:21][CH:22]=1. (6) The product is: [ClH:31].[CH3:1][O:2][C:3]1[N:4]=[C:5]2[C:10](=[CH:11][CH:12]=1)[N:9]=[CH:8][CH:7]=[C:6]2[N:13]1[CH2:17][CH2:16][CH:15]([S:18]([CH2:21][CH2:22][NH2:23])(=[O:20])=[O:19])[CH2:14]1. Given the reactants [CH3:1][O:2][C:3]1[N:4]=[C:5]2[C:10](=[CH:11][CH:12]=1)[N:9]=[CH:8][CH:7]=[C:6]2[N:13]1[CH2:17][CH2:16][CH:15]([S:18]([CH2:21][CH2:22][NH:23]C(=O)OC(C)(C)C)(=[O:20])=[O:19])[CH2:14]1.[ClH:31], predict the reaction product. (7) Given the reactants [F:1][C:2]([F:11])([F:10])[C:3]1[N:8]=[C:7]([NH2:9])[CH:6]=[CH:5][CH:4]=1.[Br:12]Br, predict the reaction product. The product is: [Br:12][C:6]1[C:7]([NH2:9])=[N:8][C:3]([C:2]([F:1])([F:10])[F:11])=[CH:4][CH:5]=1.